Dataset: Full USPTO retrosynthesis dataset with 1.9M reactions from patents (1976-2016). Task: Predict the reactants needed to synthesize the given product. (1) Given the product [CH3:15][C@H:4]1[C@H:3]([CH3:16])[C@@H:2]([NH:1][C:18]2[CH:23]=[CH:22][CH:21]=[CH:20][N:19]=2)[C:11]2[C:6](=[CH:7][CH:8]=[CH:9][CH:10]=2)[N:5]1[C:12](=[O:14])[CH3:13], predict the reactants needed to synthesize it. The reactants are: [NH2:1][C@H:2]1[C:11]2[C:6](=[CH:7][CH:8]=[CH:9][CH:10]=2)[N:5]([C:12](=[O:14])[CH3:13])[C@@H:4]([CH3:15])[C@@H:3]1[CH3:16].Cl[C:18]1[CH:23]=[CH:22][CH:21]=[CH:20][N:19]=1.CC(C)([O-])C.[Na+].CN(C1C(C2C(P(C3CCCCC3)C3CCCCC3)=CC=CC=2)=CC=CC=1)C. (2) Given the product [Br:1][C:2]1[CH:3]=[C:4]([F:10])[C:5]([F:9])=[C:6]([CH:7]=1)[O:8][CH2:20][C@H:18]1[CH2:17][O:19]1, predict the reactants needed to synthesize it. The reactants are: [Br:1][C:2]1[CH:3]=[C:4]([F:10])[C:5]([F:9])=[C:6]([OH:8])[CH:7]=1.C([O-])([O-])=O.[K+].[K+].[CH2:17]1[O:19][C@H:18]1[CH2:20]OS(C1C=C([N+]([O-])=O)C=CC=1)(=O)=O. (3) Given the product [Br:1][C:2]1[CH:3]=[C:4]2[C:9](=[CH:10][C:11]=1[O:12][CH2:23][CH3:24])[O:8][C:7]([CH3:13])([CH3:14])[CH2:6][C:5]2=[O:15], predict the reactants needed to synthesize it. The reactants are: [Br:1][C:2]1[CH:3]=[C:4]2[C:9](=[CH:10][C:11]=1[OH:12])[O:8][C:7]([CH3:14])([CH3:13])[CH2:6][C:5]2=[O:15].C(=O)([O-])[O-].[K+].[K+].I[CH2:23][CH3:24]. (4) Given the product [N:26]1([C:31]([O:14][CH2:13][CH2:12][C:11]([S:8]([C:5]2[CH:4]=[CH:3][C:2]([Cl:1])=[CH:7][CH:6]=2)(=[O:10])=[O:9])([C:16]2[CH:21]=[C:20]([F:22])[CH:19]=[CH:18][C:17]=2[F:23])[CH3:15])=[O:32])[CH2:30][CH2:29][CH2:28][CH2:27]1, predict the reactants needed to synthesize it. The reactants are: [Cl:1][C:2]1[CH:7]=[CH:6][C:5]([S:8]([C:11]([C:16]2[CH:21]=[C:20]([F:22])[CH:19]=[CH:18][C:17]=2[F:23])([CH3:15])[CH2:12][CH2:13][OH:14])(=[O:10])=[O:9])=[CH:4][CH:3]=1.[H-].[Na+].[N:26]1([C:31](Cl)=[O:32])[CH2:30][CH2:29][CH2:28][CH2:27]1.CO.